This data is from Catalyst prediction with 721,799 reactions and 888 catalyst types from USPTO. The task is: Predict which catalyst facilitates the given reaction. (1) Reactant: C([O:8][C:9]1[CH:14]=[CH:13][C:12]([N:15]2[C:19]([CH3:20])=[C:18]([C:21]([NH:23][CH:24]3[CH2:29][CH2:28][CH2:27][CH:26]([OH:30])[CH2:25]3)=[O:22])[N:17]=[C:16]2[C:31]2[CH:36]=[CH:35][C:34]([Cl:37])=[CH:33][C:32]=2[Cl:38])=[CH:11][CH:10]=1)C1C=CC=CC=1.CSC.B(F)(F)F.CCOCC.B(F)(F)F. Product: [Cl:38][C:32]1[CH:33]=[C:34]([Cl:37])[CH:35]=[CH:36][C:31]=1[C:16]1[N:15]([C:12]2[CH:11]=[CH:10][C:9]([OH:8])=[CH:14][CH:13]=2)[C:19]([CH3:20])=[C:18]([C:21]([NH:23][CH:24]2[CH2:29][CH2:28][CH2:27][CH:26]([OH:30])[CH2:25]2)=[O:22])[N:17]=1. The catalyst class is: 2. (2) Reactant: [Cl:1][C:2]1[CH:7]=[C:6]([CH3:8])[CH:5]=[CH:4][N:3]=1.[Li+].CC([N-]C(C)C)C.[CH2:17]([O:19][C:20](=O)[O:21]CC)[CH3:18]. Product: [CH2:17]([O:19][C:20](=[O:21])[CH2:8][C:6]1[CH:5]=[CH:4][N:3]=[C:2]([Cl:1])[CH:7]=1)[CH3:18]. The catalyst class is: 1.